Dataset: Full USPTO retrosynthesis dataset with 1.9M reactions from patents (1976-2016). Task: Predict the reactants needed to synthesize the given product. Given the product [Cl:31][C:25]1[CH:26]=[C:27]([Cl:30])[CH:28]=[CH:29][C:24]=1[C:13]1[N:14]([C:17]2[CH:18]=[CH:19][C:20]([O:23][S:48]([CH2:47][CH2:46][C:45]([F:53])([F:52])[F:44])(=[O:50])=[O:49])=[CH:21][CH:22]=2)[C:15]([CH3:16])=[C:11]([C:9](=[O:10])[NH:8][N:4]2[CH2:5][CH2:6][CH2:7][CH:2]([OH:1])[CH2:3]2)[N:12]=1, predict the reactants needed to synthesize it. The reactants are: [OH:1][CH:2]1[CH2:7][CH2:6][CH2:5][N:4]([NH:8][C:9]([C:11]2[N:12]=[C:13]([C:24]3[CH:29]=[CH:28][C:27]([Cl:30])=[CH:26][C:25]=3[Cl:31])[N:14]([C:17]3[CH:22]=[CH:21][C:20]([OH:23])=[CH:19][CH:18]=3)[C:15]=2[CH3:16])=[O:10])[CH2:3]1.C1COCC1.C(N(CC)CC)C.[F:44][C:45]([F:53])([F:52])[CH2:46][CH2:47][S:48](Cl)(=[O:50])=[O:49].